This data is from Forward reaction prediction with 1.9M reactions from USPTO patents (1976-2016). The task is: Predict the product of the given reaction. (1) Given the reactants C(OC([N:8]1[CH2:12][CH2:11][C@H:10]([OH:13])[CH2:9]1)=O)(C)(C)C.[H-].[Na+].CS(O[CH2:21][CH2:22][O:23][CH2:24][CH2:25][O:26][CH2:27][CH2:28][O:29][C:30]([F:33])([F:32])[F:31])(=O)=O, predict the reaction product. The product is: [F:31][C:30]([F:32])([F:33])[O:29][CH2:28][CH2:27][O:26][CH2:25][CH2:24][O:23][CH2:22][CH2:21][O:13][C@H:10]1[CH2:11][CH2:12][NH:8][CH2:9]1. (2) Given the reactants C(OC([N:8]1[C:16]2[C:11](=[CH:12][CH:13]=[C:14]([Cl:17])[CH:15]=2)/[C:10](=[CH:18]/[C:19]2[CH:24]=[C:23]([Cl:25])[CH:22]=[CH:21][C:20]=2[O:26][CH2:27][C:28]([C:31]([O:33][CH3:34])=[O:32])([CH3:30])[CH3:29])/[C:9]1=[O:35])=O)(C)(C)C.[F:36][C:37]1[CH:38]=[CH:39][C:40]([CH3:52])=[C:41]([CH:43]=[N:44][C:45]([O:47][Si](C)(C)C)=[CH2:46])[CH:42]=1, predict the reaction product. The product is: [Cl:17][C:14]1[CH:15]=[C:16]2[NH:8][C:9](=[O:35])[C:10]3([CH:18]([C:19]4[CH:24]=[C:23]([Cl:25])[CH:22]=[CH:21][C:20]=4[O:26][CH2:27][C:28]([C:31]([O:33][CH3:34])=[O:32])([CH3:30])[CH3:29])[CH2:46][C:45](=[O:47])[NH:44][CH:43]3[C:41]3[CH:42]=[C:37]([F:36])[CH:38]=[CH:39][C:40]=3[CH3:52])[C:11]2=[CH:12][CH:13]=1. (3) Given the reactants [CH3:1][C:2]1[N:6]([C:7]2[CH:12]=[CH:11][CH:10]=[CH:9][N:8]=2)[C:5]2[CH:13]=[CH:14][CH:15]=[CH:16][C:4]=2[N:3]=1.[N:17]1[CH:22]=[CH:21][CH:20]=[CH:19][C:18]=1[CH:23]=O.C(OC(=O)C)(=O)C.[OH-].[Na+], predict the reaction product. The product is: [N:8]1[CH:9]=[CH:10][CH:11]=[CH:12][C:7]=1[N:6]1[C:5]2[CH:13]=[CH:14][CH:15]=[CH:16][C:4]=2[N:3]=[C:2]1/[CH:1]=[CH:23]/[C:18]1[CH:19]=[CH:20][CH:21]=[CH:22][N:17]=1. (4) Given the reactants [CH:1]1([N:6]2[C:15]3[N:14]=[C:13]([C:16]4[CH:21]=[CH:20][N:19]=[C:18](F)[CH:17]=4)[N:12]=[CH:11][C:10]=3[N:9]3[CH:23]=[N:24][N:25]=[C:8]3[C@H:7]2[CH2:26][CH3:27])[CH2:5][CH2:4][CH2:3][CH2:2]1.[CH3:28][NH2:29], predict the reaction product. The product is: [CH:1]1([N:6]2[C:15]3[N:14]=[C:13]([C:16]4[CH:21]=[CH:20][N:19]=[C:18]([NH:29][CH3:28])[CH:17]=4)[N:12]=[CH:11][C:10]=3[N:9]3[CH:23]=[N:24][N:25]=[C:8]3[C@H:7]2[CH2:26][CH3:27])[CH2:5][CH2:4][CH2:3][CH2:2]1. (5) Given the reactants [CH3:1][N:2]1[C:6]2=[N:7][C:8]([O:15][CH2:16][C:17](O)=[O:18])=[CH:9][C:10]([C:11]([F:14])([F:13])[F:12])=[C:5]2[C:4]([C:20]2[CH:25]=[CH:24][CH:23]=[CH:22][CH:21]=2)=[N:3]1.CC(C)N=C=NC(C)C.C1C=CC2N(O)N=NC=2C=1.[CH3:45][C:46]1[C:50]([CH:51]([NH2:53])[CH3:52])=[C:49]([CH3:54])[NH:48][N:47]=1, predict the reaction product. The product is: [CH3:45][C:46]1[C:50]([C@@H:51]([NH:53][C:17](=[O:18])[CH2:16][O:15][C:8]2[N:7]=[C:6]3[N:2]([CH3:1])[N:3]=[C:4]([C:20]4[CH:25]=[CH:24][CH:23]=[CH:22][CH:21]=4)[C:5]3=[C:10]([C:11]([F:14])([F:13])[F:12])[CH:9]=2)[CH3:52])=[C:49]([CH3:54])[NH:48][N:47]=1. (6) Given the reactants [NH2:1][C@@H:2]1[CH2:7][CH2:6][C@H:5]([NH:8][C:9](=[O:18])[C:10]2[CH:15]=[CH:14][C:13]([F:16])=[C:12]([Cl:17])[CH:11]=2)[CH2:4][CH2:3]1.Cl[C:20]1[C:25]([F:26])=[C:24]([CH3:27])[CH:23]=[CH:22][N:21]=1, predict the reaction product. The product is: [ClH:17].[Cl:17][C:12]1[CH:11]=[C:10]([CH:15]=[CH:14][C:13]=1[F:16])[C:9]([NH:8][C@H:5]1[CH2:4][CH2:3][C@@H:2]([NH:1][C:20]2[C:25]([F:26])=[C:24]([CH3:27])[CH:23]=[CH:22][N:21]=2)[CH2:7][CH2:6]1)=[O:18].